This data is from M1 muscarinic receptor antagonist screen with 61,756 compounds. The task is: Binary Classification. Given a drug SMILES string, predict its activity (active/inactive) in a high-throughput screening assay against a specified biological target. (1) The compound is S(Cc1ccc(cc1)C#N)c1sc(Nc2ccccc2)nn1. The result is 0 (inactive). (2) The molecule is S(c1n(CC)c(nn1)c1sccc1)CC(=O)NCC(=O)Nc1ccc(F)cc1. The result is 0 (inactive).